From a dataset of TCR-epitope binding with 47,182 pairs between 192 epitopes and 23,139 TCRs. Binary Classification. Given a T-cell receptor sequence (or CDR3 region) and an epitope sequence, predict whether binding occurs between them. The epitope is ITEEVGHTDLMAAY. The TCR CDR3 sequence is CASRAVEGKRGAEAFF. Result: 0 (the TCR does not bind to the epitope).